From a dataset of Orexin1 receptor HTS with 218,158 compounds and 233 confirmed actives. Binary Classification. Given a drug SMILES string, predict its activity (active/inactive) in a high-throughput screening assay against a specified biological target. (1) The molecule is Clc1c(C(=O)NC(C(OC(C(=O)NCc2cc3OCOc3cc2)C)=O)C)cccc1. The result is 0 (inactive). (2) The drug is Clc1cc(CSc2nc([nH]n2)CC)c(OCC)cc1. The result is 0 (inactive). (3) The compound is S(=O)(=O)(CCC(=O)Nc1scc(n1)c1ccncc1)c1ccc(F)cc1. The result is 0 (inactive).